Dataset: Reaction yield outcomes from USPTO patents with 853,638 reactions. Task: Predict the reaction yield, written as a fraction of the theoretical maximum amount of product (1.0 means a 100% yield; for example, 0.34 means a 34% yield). (1) The reactants are [C:1]([C:5]1[CH:6]=[C:7]([N:18]2[C:22](=[O:23])[CH:21]=[C:20]([C:24]3[C:33]4[C:28](=[CH:29][CH:30]=[CH:31][CH:32]=4)[C:27]([O:34][CH2:35][CH2:36][N:37]4[CH2:42][CH2:41][O:40][CH2:39][CH2:38]4)=[CH:26][CH:25]=3)[C:19]2=[O:43])[C:8]([O:16][CH3:17])=[C:9]([NH:11][S:12]([CH3:15])(=[O:14])=[O:13])[CH:10]=1)([CH3:4])([CH3:3])[CH3:2]. The catalyst is [Pd].C(O)C. The product is [C:1]([C:5]1[CH:6]=[C:7]([N:18]2[C:22](=[O:23])[CH2:21][CH:20]([C:24]3[C:33]4[C:28](=[CH:29][CH:30]=[CH:31][CH:32]=4)[C:27]([O:34][CH2:35][CH2:36][N:37]4[CH2:38][CH2:39][O:40][CH2:41][CH2:42]4)=[CH:26][CH:25]=3)[C:19]2=[O:43])[C:8]([O:16][CH3:17])=[C:9]([NH:11][S:12]([CH3:15])(=[O:13])=[O:14])[CH:10]=1)([CH3:4])([CH3:2])[CH3:3]. The yield is 1.00. (2) The reactants are [F:1][C:2]1[C:10]([F:11])=[C:9]([F:12])[CH:8]=[CH:7][C:3]=1[C:4]([OH:6])=[O:5].C[Si](C)(C)O[Si](C)(C)C.[N+:22]([O-])([OH:24])=[O:23].O. The catalyst is S(=O)(=O)(O)O. The product is [F:1][C:2]1[C:10]([F:11])=[C:9]([F:12])[C:8]([N+:22]([O-:24])=[O:23])=[CH:7][C:3]=1[C:4]([OH:6])=[O:5]. The yield is 0.743. (3) The product is [NH2:19][C:20]1[N:25]=[C:24]([NH:18][CH:16]([C:8]2[N:7]([C:1]3[CH:2]=[CH:3][CH:4]=[CH:5][CH:6]=3)[C:11]3=[N:12][CH:13]=[CH:14][CH:15]=[C:10]3[N:9]=2)[CH3:17])[C:23]([C:27]#[N:28])=[CH:22][N:21]=1. The yield is 0.460. The reactants are [C:1]1([N:7]2[C:11]3=[N:12][CH:13]=[CH:14][CH:15]=[C:10]3[N:9]=[C:8]2[CH:16]([NH2:18])[CH3:17])[CH:6]=[CH:5][CH:4]=[CH:3][CH:2]=1.[NH2:19][C:20]1[N:25]=[C:24](Cl)[C:23]([C:27]#[N:28])=[CH:22][N:21]=1.CCN(C(C)C)C(C)C. The catalyst is CC(O)C.CO. (4) The reactants are Cl.[NH2:2][CH2:3][CH2:4][O:5][C:6]1[CH:11]=[CH:10][C:9]([NH:12][C:13](=[O:22])[C:14]2[CH:19]=[CH:18][CH:17]=[C:16]([O:20][CH3:21])[CH:15]=2)=[CH:8][C:7]=1[C:23]1[N:27]([CH3:28])[N:26]=[CH:25][CH:24]=1.C(N(CC)CC)C.Cl[C:37]([O:39][CH2:40][CH3:41])=[O:38]. The catalyst is ClCCl. The product is [CH2:40]([O:39][C:37](=[O:38])[NH:2][CH2:3][CH2:4][O:5][C:6]1[CH:11]=[CH:10][C:9]([NH:12][C:13](=[O:22])[C:14]2[CH:19]=[CH:18][CH:17]=[C:16]([O:20][CH3:21])[CH:15]=2)=[CH:8][C:7]=1[C:23]1[N:27]([CH3:28])[N:26]=[CH:25][CH:24]=1)[CH3:41]. The yield is 0.524. (5) The reactants are COC[O:4][C:5]1[C:10]([CH:11]([CH3:13])[CH3:12])=[CH:9][C:8]([C:14]2[N:18]([C:19]3[CH:24]=[CH:23][C:22]([N:25]4[CH2:30][CH2:29][O:28][CH2:27][CH2:26]4)=[CH:21][CH:20]=3)[C:17]([OH:31])=[N:16][N:15]=2)=[C:7]([O:32]COC)[CH:6]=1.Cl. The catalyst is C(O)C. The product is [OH:31][C:17]1[N:18]([C:19]2[CH:20]=[CH:21][C:22]([N:25]3[CH2:30][CH2:29][O:28][CH2:27][CH2:26]3)=[CH:23][CH:24]=2)[C:14]([C:8]2[CH:9]=[C:10]([CH:11]([CH3:13])[CH3:12])[C:5]([OH:4])=[CH:6][C:7]=2[OH:32])=[N:15][N:16]=1. The yield is 0.220. (6) The reactants are CS(O[CH2:6][C:7]1([CH2:22][CH3:23])[CH2:12][O:11][CH:10]([C:13]2[N:17]([CH3:18])[N:16]=[CH:15][C:14]=2[N+:19]([O-:21])=[O:20])[O:9][CH2:8]1)(=O)=O.[C:24]([NH2:35])(=[O:34])[C:25]1[C:26](=[CH:30][CH:31]=[CH:32][CH:33]=1)[C:27](N)=[O:28].[K]. The catalyst is CS(C)=O.CCOC(C)=O.O. The product is [CH2:22]([C:7]1([CH2:6][N:35]2[C:24](=[O:34])[C:25]3[C:26](=[CH:30][CH:31]=[CH:32][CH:33]=3)[C:27]2=[O:28])[CH2:12][O:11][CH:10]([C:13]2[N:17]([CH3:18])[N:16]=[CH:15][C:14]=2[N+:19]([O-:21])=[O:20])[O:9][CH2:8]1)[CH3:23]. The yield is 0.350.